From a dataset of Forward reaction prediction with 1.9M reactions from USPTO patents (1976-2016). Predict the product of the given reaction. Given the reactants [Cl:1][C:2]([Cl:28])([Cl:27])[CH2:3][O:4][C:5]([N:7]1[C:19]2[CH2:18][N:17](C(OC(C)(C)C)=O)[CH2:16][CH2:15][C:14]=2[C:13]2[C:8]1=[CH:9][CH:10]=[CH:11][CH:12]=2)=[O:6].FC(F)(F)C(O)=O, predict the reaction product. The product is: [Cl:28][C:2]([Cl:1])([Cl:27])[CH2:3][O:4][C:5]([N:7]1[C:19]2[CH2:18][NH:17][CH2:16][CH2:15][C:14]=2[C:13]2[C:8]1=[CH:9][CH:10]=[CH:11][CH:12]=2)=[O:6].